From a dataset of Reaction yield outcomes from USPTO patents with 853,638 reactions. Predict the reaction yield, written as a fraction of the theoretical maximum amount of product (1.0 means a 100% yield; for example, 0.34 means a 34% yield). (1) The reactants are [CH3:1][P:2]1(=[O:14])[CH2:7][CH2:6][C:5](C(O)=O)([C:8]([OH:10])=[O:9])[CH2:4][CH2:3]1.C(=O)=O. The catalyst is O. The product is [CH3:1][P:2]1(=[O:14])[CH2:7][CH2:6][CH:5]([C:8]([OH:10])=[O:9])[CH2:4][CH2:3]1. The yield is 1.00. (2) The reactants are [NH:1]([C:3]1[CH:12]=[CH:11][CH:10]=[C:9]2[C:4]=1[CH:5]=[CH:6][CH:7]=[N:8]2)[NH2:2].[F:13][C:14]1[CH:19]=[CH:18][C:17]([C:20]2([C:26](Cl)=[O:27])[CH2:25][CH2:24][CH2:23][CH2:22][CH2:21]2)=[CH:16][CH:15]=1. No catalyst specified. The product is [F:13][C:14]1[CH:15]=[CH:16][C:17]([C:20]2([C:26]([NH:2][NH:1][C:3]3[CH:12]=[CH:11][CH:10]=[C:9]4[C:4]=3[CH:5]=[CH:6][CH:7]=[N:8]4)=[O:27])[CH2:25][CH2:24][CH2:23][CH2:22][CH2:21]2)=[CH:18][CH:19]=1. The yield is 0.240. (3) The reactants are [Cl:1][C:2]1[CH:9]=[CH:8][C:5](C#N)=[C:4]([NH:10][C:11]2[C:16]([Cl:17])=[CH:15][N:14]=[C:13](Cl)[CH:12]=2)[CH:3]=1.[CH3:19][C:20]1[CH:24]=[C:23]([NH2:25])[N:22]([CH:26]([CH3:28])[CH3:27])[N:21]=1.[C:29](=[O:32])([O-])[O-:30].[Cs+].[Cs+].C1C=CC(P(C2C(OC3C(P(C4C=CC=CC=4)C4C=CC=CC=4)=CC=CC=3)=CC=CC=2)C2C=CC=CC=2)=CC=1.[OH-].[Na+]. The catalyst is O1CCOCC1.C([O-])(=O)C.[Pd+2].C([O-])(=O)C. The product is [Cl:1][C:2]1[CH:9]=[CH:8][C:5]([C:29]([OH:30])=[O:32])=[C:4]([NH:10][C:11]2[C:16]([Cl:17])=[CH:15][N:14]=[C:13]([NH:25][C:23]3[N:22]([CH:26]([CH3:28])[CH3:27])[N:21]=[C:20]([CH3:19])[CH:24]=3)[CH:12]=2)[CH:3]=1. The yield is 0.0660. (4) The reactants are [Cl:1][C:2]1[CH:16]=[CH:15][C:5]([NH:6][CH2:7][CH2:8][CH2:9][N:10]2[CH:14]=[CH:13][N:12]=[CH:11]2)=[C:4]([N+:17]([O-])=O)[CH:3]=1. The catalyst is CO.[Pd]. The product is [Cl:1][C:2]1[CH:3]=[C:4]([NH2:17])[C:5]([NH:6][CH2:7][CH2:8][CH2:9][N:10]2[CH:14]=[CH:13][N:12]=[CH:11]2)=[CH:15][CH:16]=1. The yield is 0.490. (5) The reactants are [F:1][C:2]1[CH:11]=[CH:10][C:9]([O:12][CH2:13][CH2:14][CH3:15])=[C:8]2[C:3]=1[C:4](=[O:28])[C:5]([C:20]1[CH:25]=[CH:24][C:23]([O:26][CH3:27])=[CH:22][CH:21]=1)=[C:6]([C:16](OC)=[O:17])[NH:7]2.[OH-].[Na+]. The catalyst is ClCCl. The product is [F:1][C:2]1[CH:11]=[CH:10][C:9]([O:12][CH2:13][CH2:14][CH3:15])=[C:8]2[C:3]=1[C:4](=[O:28])[C:5]([C:20]1[CH:21]=[CH:22][C:23]([O:26][CH3:27])=[CH:24][CH:25]=1)=[C:6]([CH2:16][OH:17])[NH:7]2. The yield is 0.850. (6) The reactants are [CH3:1][C:2]1[C:3]([N+:11]([O-])=O)=[C:4]([CH:8]=[CH:9][CH:10]=1)[C:5]([OH:7])=[O:6]. The catalyst is [Pd].C1COCC1. The product is [NH2:11][C:3]1[C:2]([CH3:1])=[CH:10][CH:9]=[CH:8][C:4]=1[C:5]([OH:7])=[O:6]. The yield is 0.980. (7) The reactants are [Br:1][C:2]1[C:24]([CH3:25])=[CH:23][C:5]2[N:6]([CH:10]3[CH2:15][CH2:14][N:13](C(OC(C)(C)C)=O)[CH2:12][CH2:11]3)[C:7](=[O:9])[NH:8][C:4]=2[CH:3]=1.FC(F)(F)C(O)=O. The product is [Br:1][C:2]1[C:24]([CH3:25])=[CH:23][C:5]2[N:6]([CH:10]3[CH2:11][CH2:12][NH:13][CH2:14][CH2:15]3)[C:7](=[O:9])[NH:8][C:4]=2[CH:3]=1. The catalyst is ClCCl. The yield is 0.880. (8) The reactants are [CH2:1]([O:3][C:4]1[C:5]([CH3:38])=[C:6]([CH3:37])[C:7]2[N:8]([C:10]([C:31]3[CH:36]=[CH:35][CH:34]=[CH:33][CH:32]=3)=[C:11]([C:13]3[CH:18]=[CH:17][C:16]([C:19]4([NH:23]C(=O)OC(C)(C)C)[CH2:22][CH2:21][CH2:20]4)=[CH:15][CH:14]=3)[N:12]=2)[N:9]=1)[CH3:2].CO.Cl.O1CCOCC1. The catalyst is C(Cl)Cl. The product is [CH2:1]([O:3][C:4]1[C:5]([CH3:38])=[C:6]([CH3:37])[C:7]2[N:8]([C:10]([C:31]3[CH:32]=[CH:33][CH:34]=[CH:35][CH:36]=3)=[C:11]([C:13]3[CH:14]=[CH:15][C:16]([C:19]4([NH2:23])[CH2:20][CH2:21][CH2:22]4)=[CH:17][CH:18]=3)[N:12]=2)[N:9]=1)[CH3:2]. The yield is 0.820.